From a dataset of Full USPTO retrosynthesis dataset with 1.9M reactions from patents (1976-2016). Predict the reactants needed to synthesize the given product. (1) Given the product [CH3:1][C:2]1[C:7]([CH3:8])=[CH:6][C:5]([CH3:9])=[CH:4][N+:3]=1[O-:12], predict the reactants needed to synthesize it. The reactants are: [CH3:1][C:2]1[C:7]([CH3:8])=[CH:6][C:5]([CH3:9])=[CH:4][N:3]=1.C(O)(=[O:12])C.OO.S([O-])([O-])=O.[Na+].[Na+].C(=O)([O-])[O-].[Na+].[Na+]. (2) Given the product [S:28]1[CH:29]=[CH:30][N:31]=[C:27]1[C:23]1[CH:22]=[C:21]([CH:26]=[CH:25][CH:24]=1)[CH2:20][N:19]1[CH:13]([C:8]2[CH:9]=[CH:10][CH:11]=[CH:12][C:7]=2[C:38]2[S:42][CH:41]=[N:40][CH:39]=2)[CH2:14][CH2:15][CH2:16][CH2:17][C:18]1=[O:32], predict the reactants needed to synthesize it. The reactants are: N1C=CC([C:7]2[CH:12]=[CH:11][CH:10]=[CH:9][C:8]=2[CH:13]2[N:19]([CH2:20][C:21]3[CH:26]=[CH:25][CH:24]=[C:23]([C:27]4[S:28][CH:29]=[CH:30][N:31]=4)[CH:22]=3)[C:18](=[O:32])[CH2:17][CH2:16][CH2:15][CH2:14]2)=CC=1.C([Sn](CCCC)(CCCC)[C:38]1[S:42][CH:41]=[N:40][CH:39]=1)CCC.O.CCOC(C)=O. (3) Given the product [CH3:1][O:2][C:3](=[O:19])[CH2:4][C:5]1[CH:6]=[CH:7][C:8]([CH2:11][CH2:12][C:13]2[N:14]=[C:15]([NH:18][S:31]([CH2:29][CH3:30])(=[O:33])=[O:32])[S:16][CH:17]=2)=[CH:9][CH:10]=1, predict the reactants needed to synthesize it. The reactants are: [CH3:1][O:2][C:3](=[O:19])[CH2:4][C:5]1[CH:10]=[CH:9][C:8]([CH2:11][CH2:12][C:13]2[N:14]=[C:15]([NH2:18])[S:16][CH:17]=2)=[CH:7][CH:6]=1.C(N(CC)C(C)C)(C)C.[CH2:29]([S:31](Cl)(=[O:33])=[O:32])[CH3:30].O. (4) Given the product [Br:1][C:2]1[C:6]2[CH:7]=[N:8][CH:9]=[CH:10][C:5]=2[N:4]([S:20]([C:15]2[CH:16]=[CH:17][CH:18]=[CH:19][C:14]=2[Cl:13])(=[O:22])=[O:21])[N:3]=1, predict the reactants needed to synthesize it. The reactants are: [Br:1][C:2]1[C:6]2[CH:7]=[N:8][CH:9]=[CH:10][C:5]=2[NH:4][N:3]=1.[H-].[Na+].[Cl:13][C:14]1[CH:19]=[CH:18][CH:17]=[CH:16][C:15]=1[S:20](Cl)(=[O:22])=[O:21]. (5) Given the product [Si:22]([O:11][CH2:10][C@@H:9]([NH:8][C:4]1[CH:5]=[CH:6][CH:7]=[C:2]([Cl:1])[CH:3]=1)[CH3:12])([C:18]([CH3:21])([CH3:20])[CH3:19])([CH3:24])[CH3:23], predict the reactants needed to synthesize it. The reactants are: [Cl:1][C:2]1[CH:3]=[C:4]([NH:8][C@@H:9]([CH3:12])[CH2:10][OH:11])[CH:5]=[CH:6][CH:7]=1.N1C=CN=C1.[C:18]([Si:22](Cl)([CH3:24])[CH3:23])([CH3:21])([CH3:20])[CH3:19].O.